From a dataset of Reaction yield outcomes from USPTO patents with 853,638 reactions. Predict the reaction yield, written as a fraction of the theoretical maximum amount of product (1.0 means a 100% yield; for example, 0.34 means a 34% yield). (1) The reactants are [F:1][C:2]([F:26])([F:25])[C:3]1[CH:8]=[CH:7][C:6]([N:9]2[CH:13]=[CH:12][C:11]([CH2:14][N:15]3[CH2:20][CH2:19][CH:18]([CH2:21][C:22]([OH:24])=O)[CH2:17][CH2:16]3)=[CH:10]2)=[CH:5][CH:4]=1.Cl[Li].Cl.CCN(C(C)C)C(C)C.CN(C(ON1N=NC2C=CC=NC1=2)=[N+](C)C)C.F[P-](F)(F)(F)(F)F.Cl.[S:64]1[C:68]2[CH:69]=[CH:70][CH:71]=[CH:72][C:67]=2[N:66]=[C:65]1[CH2:73][NH2:74]. The catalyst is CN(C=O)C. The product is [S:64]1[C:68]2[CH:69]=[CH:70][CH:71]=[CH:72][C:67]=2[N:66]=[C:65]1[CH2:73][NH:74][C:22](=[O:24])[CH2:21][CH:18]1[CH2:19][CH2:20][N:15]([CH2:14][C:11]2[CH:12]=[CH:13][N:9]([C:6]3[CH:7]=[CH:8][C:3]([C:2]([F:1])([F:26])[F:25])=[CH:4][CH:5]=3)[CH:10]=2)[CH2:16][CH2:17]1. The yield is 0.540. (2) The reactants are C([O:5][C:6]1[C:7]([C:21]([CH3:24])([CH3:23])[CH3:22])=[CH:8][C:9]2[O:19][C:12]3([CH2:18][CH2:17][CH2:16][CH2:15][CH2:14][CH2:13]3)[CH2:11][C:10]=2[CH:20]=1)C=CC. The catalyst is CN(C)C1C=CC=CC=1. The product is [C:21]([C:7]1[C:6]([OH:5])=[C:20]([CH:20]([CH3:10])[CH:6]=[CH2:7])[C:10]2[CH2:11][C:12]3([O:19][C:9]=2[CH:8]=1)[CH2:18][CH2:17][CH2:16][CH2:15][CH2:14][CH2:13]3)([CH3:23])([CH3:24])[CH3:22]. The yield is 0.170. (3) The reactants are [Cl:1][C:2]1[CH:3]=[C:4]([S:8]([NH:11][C:12]2[CH:20]=[CH:19][C:15]([C:16]([OH:18])=[O:17])=[C:14]([OH:21])[CH:13]=2)(=[O:10])=[O:9])[S:5][C:6]=1[Cl:7].[O:22]([CH:29](O)[CH3:30])[C:23]1[CH:28]=[CH:27][CH:26]=[CH:25][CH:24]=1. No catalyst specified. The product is [Cl:1][C:2]1[CH:3]=[C:4]([S:8]([NH:11][C:12]2[CH:20]=[CH:19][C:15]([C:16]([O:18][CH2:30][CH2:29][O:22][C:23]3[CH:28]=[CH:27][CH:26]=[CH:25][CH:24]=3)=[O:17])=[C:14]([OH:21])[CH:13]=2)(=[O:9])=[O:10])[S:5][C:6]=1[Cl:7]. The yield is 0.620. (4) The reactants are C(OC([N:8]1[CH:14]2[CH2:15][CH2:16][CH:9]1[CH2:10][N:11]([C:18]1[CH:19]=[N:20][C:21]([NH:24][C:25]3[N:26]=[CH:27][C:28]4[CH:33]=[C:32]([C:34](=[O:38])[N:35]([CH3:37])[CH3:36])[N:31]([CH:39]5[CH2:43][CH2:42][CH2:41][CH2:40]5)[C:29]=4[N:30]=3)=[CH:22][CH:23]=1)[C:12](=[O:17])[CH2:13]2)=O)(C)(C)C.C(OCC)(=O)C.Cl. The catalyst is O1CCOCC1. The product is [CH3:36][N:35]([CH3:37])[C:34]([C:32]1[N:31]([CH:39]2[CH2:43][CH2:42][CH2:41][CH2:40]2)[C:29]2[N:30]=[C:25]([NH:24][C:21]3[CH:22]=[CH:23][C:18]([N:11]4[C:12](=[O:17])[CH2:13][CH:14]5[NH:8][CH:9]([CH2:16][CH2:15]5)[CH2:10]4)=[CH:19][N:20]=3)[N:26]=[CH:27][C:28]=2[CH:33]=1)=[O:38]. The yield is 0.450. (5) The reactants are [F:1][C:2]1[CH:7]=[CH:6][CH:5]=[C:4]([F:8])[C:3]=1[C:9]1[CH:10]=[CH:11][C:12]2[N:13]([C:15]([NH:18][C:19]3[CH:20]=[N:21][CH:22]=[CH:23][C:24]=3[C:25]3[CH2:30][CH2:29][N:28](C(OC(C)(C)C)=O)[CH2:27][CH:26]=3)=[N:16][CH:17]=2)[N:14]=1.C([SiH](CC)CC)C.[C:45]([OH:51])([C:47]([F:50])([F:49])[F:48])=[O:46].N#N. The catalyst is O. The product is [F:48][C:47]([F:50])([F:49])[C:45]([OH:51])=[O:46].[F:48][C:47]([F:50])([F:49])[C:45]([OH:51])=[O:46].[F:8][C:4]1[CH:5]=[CH:6][CH:7]=[C:2]([F:1])[C:3]=1[C:9]1[CH:10]=[CH:11][C:12]2[N:13]([C:15]([NH:18][C:19]3[CH:20]=[N:21][CH:22]=[CH:23][C:24]=3[C:25]3[CH2:30][CH2:29][NH:28][CH2:27][CH:26]=3)=[N:16][CH:17]=2)[N:14]=1. The yield is 0.890.